Predict which catalyst facilitates the given reaction. From a dataset of Catalyst prediction with 721,799 reactions and 888 catalyst types from USPTO. (1) Reactant: [CH3:1][C:2]1[C:3]([C:12]([O:14]C)=[O:13])=[N:4][CH:5]=[C:6]([O:8][CH2:9][C:10]#[CH:11])[N:7]=1.O.[OH-].[Li+].Cl. Product: [CH3:1][C:2]1[C:3]([C:12]([OH:14])=[O:13])=[N:4][CH:5]=[C:6]([O:8][CH2:9][C:10]#[CH:11])[N:7]=1. The catalyst class is: 20. (2) Reactant: Cl[C:2]1[CH:7]=[CH:6][N:5]=[C:4]([NH2:8])[CH:3]=1.[CH2:9]([O:12][Na])[CH2:10][CH3:11].O. Product: [CH2:9]([O:12][C:2]1[CH:7]=[CH:6][N:5]=[C:4]([NH2:8])[CH:3]=1)[CH2:10][CH3:11]. The catalyst class is: 16. (3) Reactant: [C:1]([O:4][CH2:5][CH2:6][CH:7]([C:9]1[S:10][C:11]([Br:14])=[CH:12][CH:13]=1)[OH:8])(=[O:3])[CH3:2].[CH3:15][C:16]([Si:19](Cl)([CH3:21])[CH3:20])([CH3:18])[CH3:17].N1C=CN=C1.O. Product: [C:1]([O:4][CH2:5][CH2:6][CH:7]([C:9]1[S:10][C:11]([Br:14])=[CH:12][CH:13]=1)[O:8][Si:19]([C:16]([CH3:18])([CH3:17])[CH3:15])([CH3:21])[CH3:20])(=[O:3])[CH3:2]. The catalyst class is: 2. (4) Reactant: C[O:2][C:3]([C:5]1[N:6]=[C:7]([C:22]2[CH:27]=[CH:26][C:25]([C:28]([F:31])([F:30])[F:29])=[CH:24][CH:23]=2)[NH:8][C:9]=1[C:10]1[CH:15]=[CH:14][C:13]([C:16]2[CH:21]=[CH:20][CH:19]=[CH:18][CH:17]=2)=[CH:12][CH:11]=1)=[O:4].[OH-].[Na+]. Product: [C:13]1([C:16]2[CH:17]=[CH:18][CH:19]=[CH:20][CH:21]=2)[CH:12]=[CH:11][C:10]([C:9]2[NH:8][C:7]([C:22]3[CH:23]=[CH:24][C:25]([C:28]([F:29])([F:30])[F:31])=[CH:26][CH:27]=3)=[N:6][C:5]=2[C:3]([OH:4])=[O:2])=[CH:15][CH:14]=1. The catalyst class is: 5.